Dataset: Forward reaction prediction with 1.9M reactions from USPTO patents (1976-2016). Task: Predict the product of the given reaction. (1) Given the reactants [CH3:1][CH2:2][C@@:3]1([OH:27])[C:8](=[O:9])[O:7][CH2:6][C:5]2[C:10]([N:12]3[C:24](=[CH:25][C:4]1=2)[C:23]1[N:22]=[C:21]2[C:16]([CH:17]=[C:18](O)[CH:19]=[CH:20]2)=[CH:15][C:14]=1[CH2:13]3)=[O:11], predict the reaction product. The product is: [CH3:1][CH2:2][C@@:3]1([OH:27])[C:8](=[O:9])[O:7][CH2:6][C:5]2[C:10]([N:12]3[C:24](=[CH:25][C:4]1=2)[C:23]1[N:22]=[C:21]2[C:16]([CH:17]=[CH:18][CH:19]=[CH:20]2)=[CH:15][C:14]=1[CH2:13]3)=[O:11]. (2) Given the reactants [F:1][C:2]([F:23])([F:22])[C:3]1[CH:4]=[C:5]([CH:19]=[CH:20][CH:21]=1)[C:6]([NH:8][C:9]1[CH:10]=[CH:11][C:12]([Cl:18])=[C:13]([CH:17]=1)[C:14]([OH:16])=O)=[O:7].ClC1N=C(OC)N=C(OC)N=1.CN1CCOCC1.[NH2:42][C:43]1[CH:44]=[N:45][C:46]([NH:49][C:50]2[CH:51]=[C:52]([CH:58]=[CH:59][CH:60]=2)[C:53]([O:55][CH2:56][CH3:57])=[O:54])=[N:47][CH:48]=1, predict the reaction product. The product is: [CH2:56]([O:55][C:53](=[O:54])[C:52]1[CH:58]=[CH:59][CH:60]=[C:50]([NH:49][C:46]2[N:45]=[CH:44][C:43]([NH:42][C:14](=[O:16])[C:13]3[CH:17]=[C:9]([NH:8][C:6](=[O:7])[C:5]4[CH:19]=[CH:20][CH:21]=[C:3]([C:2]([F:1])([F:23])[F:22])[CH:4]=4)[CH:10]=[CH:11][C:12]=3[Cl:18])=[CH:48][N:47]=2)[CH:51]=1)[CH3:57]. (3) Given the reactants Br[C:2]1[CH:3]=[C:4]([CH3:12])[CH:5]=[C:6]2[C:11]=1[N:10]=[CH:9][N:8]=[CH:7]2.[CH2:13](N(CC)CC)[CH3:14].C([B-](F)(F)F)=C.[K+], predict the reaction product. The product is: [CH3:12][C:4]1[CH:5]=[C:6]2[C:11](=[C:2]([CH:13]=[CH2:14])[CH:3]=1)[N:10]=[CH:9][N:8]=[CH:7]2.